Predict the product of the given reaction. From a dataset of Forward reaction prediction with 1.9M reactions from USPTO patents (1976-2016). (1) Given the reactants C1(=O)[N:5]([CH2:6][CH2:7][CH2:8][O:9][C:10]2[CH:11]=[CH:12][C:13]3[CH2:14][C@H:15]4[N:27]([CH3:28])[CH2:26][CH2:25][C@:21]56[C:22]=3[C:23]=2[O:24][C@H:20]5[C@@H:19]([OH:29])[CH:18]=[CH:17][C@@H:16]46)C(=O)C2=CC=CC=C12.CN.C(Cl)(Cl)Cl, predict the reaction product. The product is: [NH2:5][CH2:6][CH2:7][CH2:8][O:9][C:10]1[CH:11]=[CH:12][C:13]2[CH2:14][C@H:15]3[N:27]([CH3:28])[CH2:26][CH2:25][C@:21]45[C:22]=2[C:23]=1[O:24][C@H:20]4[C@@H:19]([OH:29])[CH:18]=[CH:17][C@@H:16]35. (2) Given the reactants [BH4-].[Na+].[C:3]([C:5]1[CH:6]=[C:7]2[C:12](=[CH:13][CH:14]=1)[C:11]([C:15]1[N:19]([CH2:20][C:21](OCC)=[O:22])[CH:18]=[N:17][CH:16]=1)=[CH:10][CH2:9][CH2:8]2)#[N:4], predict the reaction product. The product is: [OH:22][CH2:21][CH2:20][N:19]1[C:15]([C:11]2[C:12]3[CH:13]=[CH:14][C:5]([C:3]#[N:4])=[CH:6][C:7]=3[CH2:8][CH2:9][CH:10]=2)=[CH:16][N:17]=[CH:18]1.